This data is from Reaction yield outcomes from USPTO patents with 853,638 reactions. The task is: Predict the reaction yield, written as a fraction of the theoretical maximum amount of product (1.0 means a 100% yield; for example, 0.34 means a 34% yield). (1) The reactants are [Cl:1][C:2]1[CH:7]=[CH:6][C:5]([C:8]2[N:12]([C:13]3[CH:18]=[CH:17][C:16]([Cl:19])=[CH:15][C:14]=3[Cl:20])[N:11]=[C:10]([C:21]3[NH:25][C:24](=[O:26])[CH2:23][N:22]=3)[C:9]=2[CH2:27][CH3:28])=[CH:4][CH:3]=1.[C:29](=O)([O-])[O-].[K+].[K+].CI.O. The catalyst is C(#N)C. The product is [Cl:1][C:2]1[CH:7]=[CH:6][C:5]([C:8]2[N:12]([C:13]3[CH:18]=[CH:17][C:16]([Cl:19])=[CH:15][C:14]=3[Cl:20])[N:11]=[C:10]([C:21]3[N:25]([CH3:29])[C:24](=[O:26])[CH2:23][N:22]=3)[C:9]=2[CH2:27][CH3:28])=[CH:4][CH:3]=1. The yield is 0.680. (2) The reactants are [NH2:1][C@@H:2]([C@@H:6]([O:8][CH3:9])[CH3:7])[C:3]([OH:5])=[O:4].Cl(O)(=O)(=O)=O.C([O-])(O)=O.[Na+].[C:20](OC(C)=O)([CH3:23])([CH3:22])[CH3:21]. No catalyst specified. The product is [NH2:1][C@@H:2]([C@@H:6]([O:8][CH3:9])[CH3:7])[C:3]([O:5][C:20]([CH3:23])([CH3:22])[CH3:21])=[O:4]. The yield is 0.720. (3) The reactants are [N+:1]([C:4]1[C:5]([SH:10])=[N:6][CH:7]=[CH:8][CH:9]=1)([O-:3])=[O:2].[CH2:11](Br)[C:12]1[CH:17]=[CH:16][CH:15]=[CH:14][CH:13]=1.C([O-])([O-])=O.[K+].[K+]. The catalyst is CN(C=O)C.O. The product is [CH2:11]([S:10][C:5]1[C:4]([N+:1]([O-:3])=[O:2])=[CH:9][CH:8]=[CH:7][N:6]=1)[C:12]1[CH:17]=[CH:16][CH:15]=[CH:14][CH:13]=1. The yield is 0.910.